From a dataset of Full USPTO retrosynthesis dataset with 1.9M reactions from patents (1976-2016). Predict the reactants needed to synthesize the given product. Given the product [CH:14]1([C:12]([C:6]2[CH:7]=[N:8][C:9]3[C:4]([C:5]=2[NH:17][C@H:18]2[CH2:19][CH2:20][C@H:21]([NH:24][C:25](=[O:31])[O:26][C:27]([CH3:28])([CH3:29])[CH3:30])[CH2:22][CH2:23]2)=[CH:3][C:2]([C:37]2[CH:38]=[C:33]([F:32])[C:34]([OH:49])=[C:35]([F:48])[CH:36]=2)=[CH:11][CH:10]=3)=[O:13])[CH2:15][CH2:16]1, predict the reactants needed to synthesize it. The reactants are: Br[C:2]1[CH:3]=[C:4]2[C:9](=[CH:10][CH:11]=1)[N:8]=[CH:7][C:6]([C:12]([CH:14]1[CH2:16][CH2:15]1)=[O:13])=[C:5]2[NH:17][C@H:18]1[CH2:23][CH2:22][C@H:21]([NH:24][C:25](=[O:31])[O:26][C:27]([CH3:30])([CH3:29])[CH3:28])[CH2:20][CH2:19]1.[F:32][C:33]1[CH:38]=[C:37](B2OC(C)(C)C(C)(C)O2)[CH:36]=[C:35]([F:48])[C:34]=1[OH:49].